Dataset: Full USPTO retrosynthesis dataset with 1.9M reactions from patents (1976-2016). Task: Predict the reactants needed to synthesize the given product. (1) Given the product [C:1]([O:5][C:6]([N:8]1[CH2:13][CH2:12][CH:11]([N:14]([C:23]([C:22]2[CH:21]=[N:20][C:19]([Br:18])=[C:27]([F:28])[CH:26]=2)=[O:24])[CH:15]2[CH2:16][CH2:17]2)[CH2:10][CH2:9]1)=[O:7])([CH3:4])([CH3:2])[CH3:3], predict the reactants needed to synthesize it. The reactants are: [C:1]([O:5][C:6]([N:8]1[CH2:13][CH2:12][CH:11]([NH:14][CH:15]2[CH2:17][CH2:16]2)[CH2:10][CH2:9]1)=[O:7])([CH3:4])([CH3:3])[CH3:2].[Br:18][C:19]1[C:27]([F:28])=[CH:26][C:22]([C:23](O)=[O:24])=[CH:21][N:20]=1. (2) Given the product [F:1][C:2]1[CH:7]=[C:6]([I:8])[CH:5]=[CH:4][C:3]=1[NH:9][C:10]1[N:15]([CH3:16])[C:14](=[O:17])[N:13]([CH3:18])[C:12](=[O:19])[C:11]=1[C:20]([N:33]1[CH2:34][CH:31]([OH:30])[CH2:32]1)=[O:21], predict the reactants needed to synthesize it. The reactants are: [F:1][C:2]1[CH:7]=[C:6]([I:8])[CH:5]=[CH:4][C:3]=1[NH:9][C:10]1[N:15]([CH3:16])[C:14](=[O:17])[N:13]([CH3:18])[C:12](=[O:19])[C:11]=1[C:20](OC1C=CC=CC=1)=[O:21].Cl.[OH:30][CH:31]1[CH2:34][NH:33][CH2:32]1. (3) Given the product [CH3:1][O:2][C:3](=[O:17])[CH2:4][C:5]1[CH:10]=[CH:9][C:8]([NH:11][CH2:12][C:13](=[O:16])[CH2:14][CH2:15][N:18]2[CH2:19][CH2:20][CH:21]([O:24][C:25](=[O:39])[NH:26][C:27]3[CH:32]=[CH:31][CH:30]=[CH:29][C:28]=3[C:33]3[CH:38]=[CH:37][CH:36]=[CH:35][CH:34]=3)[CH2:22][CH2:23]2)=[CH:7][CH:6]=1, predict the reactants needed to synthesize it. The reactants are: [CH3:1][O:2][C:3](=[O:17])[CH2:4][C:5]1[CH:10]=[CH:9][C:8]([NH:11][CH2:12][C:13](=[O:16])[CH:14]=[CH2:15])=[CH:7][CH:6]=1.[NH:18]1[CH2:23][CH2:22][CH:21]([O:24][C:25](=[O:39])[NH:26][C:27]2[CH:32]=[CH:31][CH:30]=[CH:29][C:28]=2[C:33]2[CH:38]=[CH:37][CH:36]=[CH:35][CH:34]=2)[CH2:20][CH2:19]1. (4) Given the product [Cl:26][C:23]1[CH:24]=[CH:25][C:2]([NH:1][C:34]([C:36]2[CH:37]=[C:38]([CH:50]=[CH:51][CH:52]=2)[CH2:39][S:40][CH2:41][CH2:42][C:43]([O:45][C:46]([CH3:49])([CH3:47])[CH3:48])=[O:44])=[O:35])=[C:3]([C:4](=[O:5])[NH:6][C:7]2[CH:11]=[CH:10][N:9]([C:12]3[CH:17]=[CH:16][CH:15]=[C:14]([C:18]([F:20])([F:21])[F:19])[CH:13]=3)[N:8]=2)[CH:22]=1, predict the reactants needed to synthesize it. The reactants are: [NH2:1][C:2]1[CH:25]=[CH:24][C:23]([Cl:26])=[CH:22][C:3]=1[C:4]([NH:6][C:7]1[CH:11]=[CH:10][N:9]([C:12]2[CH:17]=[CH:16][CH:15]=[C:14]([C:18]([F:21])([F:20])[F:19])[CH:13]=2)[N:8]=1)=[O:5].N1C=CC=CC=1.Cl[C:34]([C:36]1[CH:37]=[C:38]([CH:50]=[CH:51][CH:52]=1)[CH2:39][S:40][CH2:41][CH2:42][C:43]([O:45][C:46]([CH3:49])([CH3:48])[CH3:47])=[O:44])=[O:35]. (5) Given the product [C:54]1([S:57]([O:1][CH2:2][CH2:3][N:4]2[CH2:8][C@H:7]([CH:9]([CH3:11])[CH3:10])[N:6]([C:12]3[CH:17]=[CH:16][N:15]4[N:18]=[CH:19][C:20]([C:21]5[CH:22]=[CH:23][C:24]([C:27]6[N:31]=[CH:30][N:29]([CH2:32][O:33][CH2:34][CH2:35][Si:36]([CH3:37])([CH3:39])[CH3:38])[N:28]=6)=[CH:25][CH:26]=5)=[C:14]4[N:13]=3)[C:5]2=[O:40])(=[O:59])=[O:58])[CH:55]=[CH:56][CH:51]=[CH:52][CH:53]=1, predict the reactants needed to synthesize it. The reactants are: [OH:1][CH2:2][CH2:3][N:4]1[CH2:8][C@H:7]([CH:9]([CH3:11])[CH3:10])[N:6]([C:12]2[CH:17]=[CH:16][N:15]3[N:18]=[CH:19][C:20]([C:21]4[CH:26]=[CH:25][C:24]([C:27]5[N:31]=[CH:30][N:29]([CH2:32][O:33][CH2:34][CH2:35][Si:36]([CH3:39])([CH3:38])[CH3:37])[N:28]=5)=[CH:23][CH:22]=4)=[C:14]3[N:13]=2)[C:5]1=[O:40].C(N(C(C)C)C(C)C)C.C[C:51]1[CH:56]=[CH:55][C:54]([S:57](Cl)(=[O:59])=[O:58])=[CH:53][CH:52]=1.